Dataset: Experimentally validated miRNA-target interactions with 360,000+ pairs, plus equal number of negative samples. Task: Binary Classification. Given a miRNA mature sequence and a target amino acid sequence, predict their likelihood of interaction. (1) The miRNA is hsa-miR-891b with sequence UGCAACUUACCUGAGUCAUUGA. The protein sequence of the target gene is MVAEKETLSLNKCPDKMPKRTKLLAQQPLPVHQPHSLVSEGFTVKAMMKNSVVRGPPAAGAFKERPTKPTAFRKFYERGDFPIALEHDSKGNKIAWKVEIEKLDYHHYLPLFFDGLCEMTFPYEFFARQGIHDMLEHGGNKILPVLPQLIIPIKNALNLRNRQVICVTLKVLQHLVVSAEMVGKALVPYYRQILPVLNIFKNMNGSYSLPRLECSGAIMARCNLDHLGSSDPPTSASQVAEIIVNSGDGIDYSQQKRENIGDLIQETLEAFERYGGENAFINIKYVVPTYESCLLN. Result: 0 (no interaction). (2) The miRNA is hsa-miR-6758-5p with sequence UAGAGAGGGGAAGGAUGUGAUGU. The protein sequence of the target gene is MAVGLCVQVLCSLGGWLSLYTSFCCLNKHRSCEWSCRLVTFTHGVLSIGLSAYIGFIDGPWPFTHPGSPNTPLQVHVLCLTLGYFIFDLGWCIYFQSEGPLMLAHHTLSILGIIMALALGESGTEVNAVLFGSEITNPLLQMRWFLRETGHYHSFTGDVVDFLFVALFTGVRIGVGAHLLFCEMVSPTPKWFVKVGGVAMYAVSWCFMVSIWRFAWKKSIKKYHAWRSRRNEERQLRHNGHLKTH. Result: 0 (no interaction). (3) The miRNA is mmu-miR-466f-3p with sequence CAUACACACACACAUACACAC. The protein sequence of the target gene is MARRQDEARAGVPLRVEGPPDKEVHLILYHWTHSFSSQKVRLVIAEKALKCEEHDVSLPLSEHNEPWFMRLNSAGEVPVLVHGENIICEATQIIDYLEQTFLDERTPRLMPDEGSMYYPRVQHYRELLDSLPMDAYTHGCILHPELTVDSMIPAYATTRIRSQIGNTESELKKLAEENPDLQEAYIAKQKRLKSKLLDHDNVKYLKKILDELEKVLDQVETELQRRNEETPEEGNQPWLCGESFTLADVSLAVTLHRLKFLGFARRNWGHGKRPNLETYYERVLKRKTFNKVLGHVNNIL.... Result: 0 (no interaction). (4) The miRNA is hsa-miR-8064 with sequence AGCACACUGAGCGAGCGGAC. The protein sequence of the target gene is MEVTCLLLLALIPFHCRGQGVYAPAQAQIVHAGQACVVKEDNISERVYTIREGDTLMLQCLVTGHPRPQVRWTKTAGSASDKFQETSVFNETLRIERIARTQGGRYYCKAENGVGVPAIKSIRVDVQYLDEPMLTVHQTVSDVRGNFYQEKTVFLRCTVNSNPPARFIWKRGSDTLSHSQDNGVDIYEPLYTQGETKVLKLKNLRPQDYASYTCQVSVRNVCGIPDKAITFRLTNTTAPPALKLSVNETLVVNPGENVTVQCLLTGGDPLPQLQWSHGPGPLPLGALAQGGTLSIPSVQA.... Result: 1 (interaction). (5) The miRNA is mmu-miR-146b-5p with sequence UGAGAACUGAAUUCCAUAGGCU. The protein sequence of the target gene is MALYDEDLLKNPFYLALQKCRPDLCSKVAQIHGIVLVPCKGSLSSSIQSTCQFESYILIPVEEHFQTLNGKDVFIQGNRIKLGAGFACLLSVPILFEETFYNEKEESFSILCIAHPLEKRESSEEPLAPSDPFSLKTIEDVREFLGRHSERFDRNIASFHRTFRECERKSLRHHIDSANALYTKCLQQLLRDSHLKMLAKQEAQMNLMKQAVEIYVHHEIYNLIFKYVGTMEASEDAAFNKITRSLQDLQQKDIGVKPEFSFNIPRAKRELAQLNKCTSPQQKLVCLRKVVQLITQSPSQ.... Result: 0 (no interaction). (6) The miRNA is gga-miR-1764-3p with sequence AGCUGCUUGUUGGCUGGGGAG. The protein sequence of the target gene is MYGSCLLEKEAGMYPGTLMSPGGDGTAGTGGTGGGGSPMPASNFAAAPAFSHYMGYPHMPSMDPHWPSLGVWGSPYSPPREDWSVYPGPSSTMGTVPVNDVTSSPAAFCSTDYSNLGPVGGGTSGSSLPGQAGGSLVPTDAGAAKASSPSRSRHSPYAWMRKTVQVTGKTRTKEKYRVVYTDHQRLELEKEFHCNRYITIQRKSELAVNLGLSERQVKIWFQNRRAKERKMIKKKISQFENSGGSVQSDSDSISPGELPNTFFTTPSAVRGFQPIEIQQVIVSE. Result: 0 (no interaction). (7) The miRNA is hsa-miR-5001-5p with sequence AGGGCUGGACUCAGCGGCGGAGCU. The protein sequence of the target gene is MPFLHGFRRIIFEYQPLVDAILGSLGIQDPERQESLDRPSYVASEESRILVLTELLERKAHSPFYQEGVSNALLKMAELGLTRAADVLLRHGANLNFEDPVTYYTALHIAVLRNQPDMVELLVHHGADVNRRDRIHESSPLDLASEEPERLPCLQRLLDLGADVNAADKHGKTALLHALASSDGVQIHNTENIRLLLEGGADVKATTKDGDTVFTCIIFLLGETVGGDKEEAQMINRFCFQVTRLLLAHGADPSECPAHESLTHICLKSFKLHFPLLRFLLESGAAYNCSLHGASCWSGF.... Result: 1 (interaction). (8) The miRNA is hsa-miR-186-3p with sequence GCCCAAAGGUGAAUUUUUUGGG. The protein sequence of the target gene is MRIEKCYFCSGPIYPGHGMMFVRNDCKVFRFCKSKCHKNFKKKRNPRKVRWTKAFRKAAGKELTVDNSFEFEKRRNEPIKYQRELWNKTIDAMKRVEEIKQKRQAKFIMNRLKKNKELQKVQDIKEVKQNIHLIRAPLAGKGKQLEEKMVQQLQEDVDMEDAP. Result: 0 (no interaction).